The task is: Predict the reaction yield, written as a fraction of the theoretical maximum amount of product (1.0 means a 100% yield; for example, 0.34 means a 34% yield).. This data is from Reaction yield outcomes from USPTO patents with 853,638 reactions. (1) The reactants are C[O:2][C:3]1[CH:8]=[CH:7][C:6]([CH2:9][CH2:10][CH2:11][CH2:12][NH2:13])=[CH:5][CH:4]=1.[BrH:14]. No catalyst specified. The product is [BrH:14].[OH:2][C:3]1[CH:4]=[CH:5][C:6]([CH2:9][CH2:10][CH2:11][CH2:12][NH2:13])=[CH:7][CH:8]=1. The yield is 0.900. (2) The reactants are [ClH:1].[NH2:2][C:3]1([C:7]2[CH:12]=[CH:11][C:10]([C:13]3[C:14](=[O:31])[C:15]4[C:16]([O:23][C:24]=3[C:25]3[CH:30]=[CH:29][CH:28]=[CH:27][CH:26]=3)=[C:17]([O:21]C)[N:18]=[CH:19][CH:20]=4)=[CH:9][CH:8]=2)[CH2:6][CH2:5][CH2:4]1.CO.O.[OH-].[Na+]. The catalyst is Br.CC(O)=O. The product is [ClH:1].[NH2:2][C:3]1([C:7]2[CH:8]=[CH:9][C:10]([C:13]3[C:14](=[O:31])[C:15]4[CH:20]=[CH:19][NH:18][C:17](=[O:21])[C:16]=4[O:23][C:24]=3[C:25]3[CH:26]=[CH:27][CH:28]=[CH:29][CH:30]=3)=[CH:11][CH:12]=2)[CH2:6][CH2:5][CH2:4]1. The yield is 0.710.